Dataset: Forward reaction prediction with 1.9M reactions from USPTO patents (1976-2016). Task: Predict the product of the given reaction. (1) Given the reactants C(OC([NH:8][CH2:9][CH2:10][CH2:11][CH2:12][CH2:13][C:14](O)=[O:15])=O)(C)(C)C.CN(C(ON1N=NC2C=CC=NC1=2)=[N+](C)C)C.F[P-](F)(F)(F)(F)F.C([O:43][C:44](=[O:72])[C@H:45]([NH2:71])[CH2:46][C@H:47]([NH:63][C:64]([C:66]1[N:67]=[N:68][NH:69][CH:70]=1)=[O:65])[CH2:48][C:49]1[CH:54]=[CH:53][C:52]([C:55]2[CH:60]=[C:59]([Cl:61])[CH:58]=[CH:57][C:56]=2[F:62])=[CH:51][CH:50]=1)C.CCN(C(C)C)C(C)C.Cl.O1CCOCC1, predict the reaction product. The product is: [NH2:8][CH2:9][CH2:10][CH2:11][CH2:12][CH2:13][C:14]([NH:71][C@H:45]([CH2:46][C@H:47]([NH:63][C:64]([C:66]1[N:67]=[N:68][NH:69][CH:70]=1)=[O:65])[CH2:48][C:49]1[CH:50]=[CH:51][C:52]([C:55]2[CH:60]=[C:59]([Cl:61])[CH:58]=[CH:57][C:56]=2[F:62])=[CH:53][CH:54]=1)[C:44]([OH:43])=[O:72])=[O:15]. (2) Given the reactants [CH3:1][O:2][C:3]1[CH:20]=[CH:19][C:6]([CH2:7][N:8]2[C:12]3[NH:13][CH2:14][CH2:15][CH2:16][C:17](=[O:18])[C:11]=3[CH:10]=[N:9]2)=[CH:5][CH:4]=1.C1OCCOCCOCCOCCOC1.CC([O-])(C)C.[Na+].[Cl:42][C:43]1[CH:44]=[CH:45][C:46]([CH2:49]Cl)=[N:47][CH:48]=1, predict the reaction product. The product is: [Cl:42][C:43]1[CH:44]=[CH:45][C:46]([CH2:49][N:13]2[CH2:14][CH2:15][CH2:16][C:17](=[O:18])[C:11]3[CH:10]=[N:9][N:8]([CH2:7][C:6]4[CH:5]=[CH:4][C:3]([O:2][CH3:1])=[CH:20][CH:19]=4)[C:12]2=3)=[N:47][CH:48]=1. (3) The product is: [C:1]([O:5][C:6]([N:8]1[CH2:12][C:11](=[CH2:13])[CH2:10][C@H:9]1[CH2:14][OH:15])=[O:7])([CH3:4])([CH3:3])[CH3:2]. Given the reactants [C:1]([O:5][C:6]([N:8]1[CH2:12][C:11](=[CH2:13])[CH2:10][C@H:9]1[C:14](O)=[O:15])=[O:7])([CH3:4])([CH3:3])[CH3:2].CN1CCOCC1.[BH4-].[Na+].CCOCC, predict the reaction product. (4) Given the reactants Br[C:2]1[C:10]2[C:9]([NH:11][C@H:12]([C:14]3[N:19]([C:20]4[CH:25]=[CH:24][CH:23]=[CH:22][CH:21]=4)[C:18](=[O:26])[C:17]4=[C:27]([CH3:30])[CH:28]=[CH:29][N:16]4[N:15]=3)[CH3:13])=[N:8][CH:7]=[N:6][C:5]=2[N:4]([CH2:31][O:32][CH2:33][CH2:34][Si:35]([CH3:38])([CH3:37])[CH3:36])[CH:3]=1.[NH2:39][C:40]1[CH:41]=[C:42]([OH:55])[CH:43]=[C:44](B2OC(C)(C)C(C)(C)O2)[CH:45]=1.C(=O)([O-])[O-].[Na+].[Na+], predict the reaction product. The product is: [NH2:39][C:40]1[CH:45]=[C:44]([C:2]2[C:10]3[C:9]([NH:11][C@H:12]([C:14]4[N:19]([C:20]5[CH:25]=[CH:24][CH:23]=[CH:22][CH:21]=5)[C:18](=[O:26])[C:17]5=[C:27]([CH3:30])[CH:28]=[CH:29][N:16]5[N:15]=4)[CH3:13])=[N:8][CH:7]=[N:6][C:5]=3[N:4]([CH2:31][O:32][CH2:33][CH2:34][Si:35]([CH3:38])([CH3:37])[CH3:36])[CH:3]=2)[CH:43]=[C:42]([OH:55])[CH:41]=1. (5) Given the reactants C[O:2][C:3](=[O:48])[C:4]1[CH:9]=[C:8]([O:10][C:11]2[CH:16]=[CH:15][C:14]([NH:17][S:18]([C:21]3[CH:26]=[CH:25][C:24]([CH3:27])=[CH:23][CH:22]=3)(=[O:20])=[O:19])=[C:13]([N:28]([CH2:30][C:31]3[CH:36]=[CH:35][CH:34]=[CH:33][CH:32]=3)[CH3:29])[CH:12]=2)[CH:7]=[CH:6][C:5]=1[NH:37][S:38]([C:41]1[CH:46]=[CH:45][C:44]([CH3:47])=[CH:43][CH:42]=1)(=[O:40])=[O:39].[Li+].[OH-].O.Cl, predict the reaction product. The product is: [CH2:30]([N:28]([CH3:29])[C:13]1[CH:12]=[C:11]([CH:16]=[CH:15][C:14]=1[NH:17][S:18]([C:21]1[CH:22]=[CH:23][C:24]([CH3:27])=[CH:25][CH:26]=1)(=[O:20])=[O:19])[O:10][C:8]1[CH:7]=[CH:6][C:5]([NH:37][S:38]([C:41]2[CH:46]=[CH:45][C:44]([CH3:47])=[CH:43][CH:42]=2)(=[O:39])=[O:40])=[C:4]([CH:9]=1)[C:3]([OH:48])=[O:2])[C:31]1[CH:32]=[CH:33][CH:34]=[CH:35][CH:36]=1. (6) Given the reactants [Br:1][C:2]1[C:11]2[C:6](=[CH:7][CH:8]=[CH:9][CH:10]=2)[N:5]=[C:4]([C:12]([NH:14][C@H:15]2[CH2:20][CH2:19][CH2:18][CH2:17][C@@H:16]2[OH:21])=[O:13])[CH:3]=1.ClC1C=CC=C(C(OO)=[O:30])C=1, predict the reaction product. The product is: [Br:1][C:2]1[CH:3]=[C:4]([C:12]([NH:14][C@H:15]2[CH2:20][CH2:19][CH2:18][CH2:17][C@@H:16]2[OH:21])=[O:13])[N+:5]([O-:30])=[C:6]2[C:11]=1[CH:10]=[CH:9][CH:8]=[CH:7]2. (7) The product is: [Cl:1][C:2]1[CH:10]=[CH:9][C:8]2[N:7](/[CH:11]=[C:12](\[C:16]3[CH:21]=[CH:20][N:19]=[CH:18][CH:17]=3)/[CH2:13][CH3:14])[C:6]3[CH2:22][CH2:23][N:24]([CH3:26])[CH2:25][C:5]=3[C:4]=2[CH:3]=1. Given the reactants [Cl:1][C:2]1[CH:10]=[CH:9][C:8]2[N:7]([CH2:11][C:12]([C:16]3[CH:21]=[CH:20][N:19]=[CH:18][CH:17]=3)(O)[CH2:13][CH3:14])[C:6]3[CH2:22][CH2:23][N:24]([CH3:26])[CH2:25][C:5]=3[C:4]=2[CH:3]=1.CN(C=O)C.S(Cl)(Cl)=O.C(=O)(O)[O-].[Na+], predict the reaction product.